The task is: Regression/Classification. Given a drug SMILES string, predict its absorption, distribution, metabolism, or excretion properties. Task type varies by dataset: regression for continuous measurements (e.g., permeability, clearance, half-life) or binary classification for categorical outcomes (e.g., BBB penetration, CYP inhibition). For this dataset (lipophilicity_astrazeneca), we predict Y.. This data is from Experimental lipophilicity measurements (octanol/water distribution) for 4,200 compounds from AstraZeneca. (1) The drug is FC(F)(F)c1nnc2ccc(NCc3cccnc3)nn12. The Y is 2.06 logD. (2) The drug is CC(C)c1ccc2[nH]c3c(c2c1)CN(C(=O)[C@@H]1CCCC[C@H]1C(=O)NC1(C#N)CC1)CC3. The Y is 4.10 logD. (3) The compound is NC(=O)c1c(N)sc2c1CCCC2. The Y is 1.84 logD. (4) The compound is COc1ccc2nc(C)cc(OCC(=O)Nc3ccccc3OC)c2c1. The Y is 3.90 logD. (5) The molecule is Clc1cccc(Cl)c1/C(=C/n1cncn1)OC1CCCCCC1. The Y is 4.10 logD.